This data is from Catalyst prediction with 721,799 reactions and 888 catalyst types from USPTO. The task is: Predict which catalyst facilitates the given reaction. (1) Reactant: N1C(=S)[C:9]2[NH:8][CH:7]=[N:6][C:5]=2[N:4]=C1N.C[S:13][C:14]1N=CN=C2C=1NC=N2.C(S)[CH:24]([OH:29])C(O)CS.P(OC[C@H]1O[C@@H](N2C3N=C(N)NC(=S)C=3N=C2)[C@H](O)[C@@H]1O)(O)(O)=[O:32].P(OC[C@H]1O[C@@H](N2C3N=C(N)NC(=S)C=3N=C2)[C@H](O)[C@@H]1O)(OP(O)(O)=O)(=O)O.P(OC[C@H]1O[C@@H](N2C3N=C(N)NC(=S)C=3N=C2)[C@H](O)[C@@H]1O)(OP(OP(O)(O)=O)(O)=O)(=O)O.Cl.Cl(O)(=O)(=O)=O. Product: [NH2:4][C:5]1[N:6]=[C:7]([C:24]([OH:29])=[O:32])[NH:8][C:9]=1[S:13][CH3:14]. The catalyst class is: 10. (2) Reactant: [BH4-].[Na+].[C:3]([C:6]1[CH:14]=[CH:13][CH:12]=[C:11]2[C:7]=1[C:8]([NH:27][S:28]([C:31]1[S:32][C:33]([Cl:36])=[CH:34][CH:35]=1)(=[O:30])=[O:29])=[N:9][N:10]2[CH2:15][C:16]1[CH:17]=[C:18]([CH2:22][NH:23][C:24](=[O:26])[CH3:25])[CH:19]=[CH:20][CH:21]=1)(=[O:5])[CH3:4].Cl. Product: [Cl:36][C:33]1[S:32][C:31]([S:28]([NH:27][C:8]2[C:7]3[C:11](=[CH:12][CH:13]=[CH:14][C:6]=3[CH:3]([OH:5])[CH3:4])[N:10]([CH2:15][C:16]3[CH:17]=[C:18]([CH2:22][NH:23][C:24](=[O:26])[CH3:25])[CH:19]=[CH:20][CH:21]=3)[N:9]=2)(=[O:29])=[O:30])=[CH:35][CH:34]=1. The catalyst class is: 5.